This data is from Peptide-MHC class II binding affinity with 134,281 pairs from IEDB. The task is: Regression. Given a peptide amino acid sequence and an MHC pseudo amino acid sequence, predict their binding affinity value. This is MHC class II binding data. (1) The binding affinity (normalized) is 0.530. The MHC is DRB1_0701 with pseudo-sequence DRB1_0701. The peptide sequence is ASYASPSLQTLIAVS. (2) The peptide sequence is ITMLTNGQCQNITVV. The MHC is HLA-DQA10501-DQB10301 with pseudo-sequence HLA-DQA10501-DQB10301. The binding affinity (normalized) is 0.424. (3) The peptide sequence is DFHPGAGKTRRFLPQ. The MHC is DRB1_0701 with pseudo-sequence DRB1_0701. The binding affinity (normalized) is 0.412.